Dataset: Forward reaction prediction with 1.9M reactions from USPTO patents (1976-2016). Task: Predict the product of the given reaction. (1) Given the reactants [H-].[H-].[H-].[H-].[Li+].[Al+3].C(OC(C1NC2C(C=1)=C([N+]([O-])=O)C=CC=2)=O)C.C(O[C:27]([C:29]1[NH:30][C:31]2[C:36]([CH:37]=1)=[CH:35][CH:34]=[C:33]([N+:38]([O-])=O)[CH:32]=2)=O)C.[OH-].[Na+], predict the reaction product. The product is: [CH3:27][C:29]1[NH:30][C:31]2[C:36]([CH:37]=1)=[CH:35][CH:34]=[C:33]([NH2:38])[CH:32]=2. (2) Given the reactants [Cl:1][C:2]1[C:3]([N:19]2[CH2:24][CH2:23][CH:22]([C:25]([O:27][CH3:28])=[O:26])[CH2:21][CH2:20]2)=[N:4][CH:5]=[C:6]([C:12]2[O:13][C:14]([CH2:17][CH3:18])=[CH:15][N:16]=2)[C:7]=1S(C)(=O)=O.C[CH2:30][N:31](C(C)C)[CH:32](C)C.CNC, predict the reaction product. The product is: [Cl:1][C:2]1[C:3]([N:19]2[CH2:24][CH2:23][CH:22]([C:25]([O:27][CH3:28])=[O:26])[CH2:21][CH2:20]2)=[N:4][CH:5]=[C:6]([C:12]2[O:13][C:14]([CH2:17][CH3:18])=[CH:15][N:16]=2)[C:7]=1[N:31]([CH3:32])[CH3:30]. (3) Given the reactants [CH3:1][C@@H:2]1[CH2:7][CH2:6][CH2:5][N:4](C(OCC=C)=O)[C@@H:3]1[CH2:14][NH:15][C:16]1[CH:21]=[CH:20][C:19]([C:22]([F:25])([F:24])[F:23])=[CH:18][N:17]=1.CN1C(=O)CC(=O)N(C)C1=O, predict the reaction product. The product is: [CH3:1][C@@H:2]1[CH2:7][CH2:6][CH2:5][NH:4][C@@H:3]1[CH2:14][NH:15][C:16]1[CH:21]=[CH:20][C:19]([C:22]([F:25])([F:23])[F:24])=[CH:18][N:17]=1. (4) Given the reactants [NH2:1][C:2]1[CH:3]=[N:4][N:5]([CH3:24])[C:6]=1[N:7]1[CH2:13][CH2:12][C@@H:11]([O:14][CH3:15])[C@H:10]([NH:16]C(=O)OC(C)(C)C)[CH2:9][CH2:8]1.C(OC([NH:32][C:33]1[S:37][C:36]([C:38]2[C:43]([F:44])=[CH:42][CH:41]=[CH:40][N:39]=2)=[N:35][C:34]=1[C:45](O)=[O:46])=O)(C)(C)C, predict the reaction product. The product is: [NH2:32][C:33]1[S:37][C:36]([C:38]2[C:43]([F:44])=[CH:42][CH:41]=[CH:40][N:39]=2)=[N:35][C:34]=1[C:45]([NH:1][C:2]1[CH:3]=[N:4][N:5]([CH3:24])[C:6]=1[N:7]1[CH2:13][CH2:12][CH:11]([O:14][CH3:15])[CH:10]([NH2:16])[CH2:9][CH2:8]1)=[O:46]. (5) The product is: [CH:1]1([CH:7]([C:18]2[CH:22]=[C:21]([CH:23]([CH2:26][CH3:27])[CH2:24][CH3:25])[S:20][C:19]=2[CH2:28][CH3:29])[O:8][C:9]2[CH:17]=[CH:16][C:12]([C:13]([N:31]([CH3:30])[CH2:32][CH2:33][C:34]([OH:36])=[O:35])=[O:14])=[CH:11][CH:10]=2)[CH2:6][CH2:5][CH2:4][CH2:3][CH2:2]1. Given the reactants [CH:1]1([CH:7]([C:18]2[CH:22]=[C:21]([CH:23]([CH2:26][CH3:27])[CH2:24][CH3:25])[S:20][C:19]=2[CH2:28][CH3:29])[O:8][C:9]2[CH:17]=[CH:16][C:12]([C:13](O)=[O:14])=[CH:11][CH:10]=2)[CH2:6][CH2:5][CH2:4][CH2:3][CH2:2]1.[CH3:30][NH:31][CH2:32][CH2:33][C:34]([O:36]CC)=[O:35], predict the reaction product. (6) Given the reactants Br[C:2]1[N:7]=[C:6]([C:8]2[N:12]3[CH:13]=[CH:14][CH:15]=[C:16]([C:17]([F:20])([F:19])[F:18])[C:11]3=[N:10][C:9]=2[CH2:21][CH3:22])[CH:5]=[CH:4][CH:3]=1.[CH3:23][S:24]([C:27]1[CH:28]=[C:29]([OH:33])[CH:30]=[CH:31][CH:32]=1)(=[O:26])=[O:25].C(=O)([O-])[O-].[Cs+].[Cs+], predict the reaction product. The product is: [CH2:21]([C:9]1[N:10]=[C:11]2[C:16]([C:17]([F:20])([F:19])[F:18])=[CH:15][CH:14]=[CH:13][N:12]2[C:8]=1[C:6]1[CH:5]=[CH:4][CH:3]=[C:2]([O:33][C:29]2[CH:30]=[CH:31][CH:32]=[C:27]([S:24]([CH3:23])(=[O:26])=[O:25])[CH:28]=2)[N:7]=1)[CH3:22]. (7) Given the reactants C(OC([N:8]1[CH2:15][CH2:14][N:13]([C:16]2[N:17]=[C:18]([C:26]3[C:27](=[O:44])[N:28]([CH2:42][OH:43])[C:29](=[O:41])[C:30]=3[C:31]3[C:39]4[C:34](=[C:35]([CH3:40])[CH:36]=[CH:37][CH:38]=4)[NH:33][CH:32]=3)[C:19]3[C:24]([CH:25]=2)=[CH:23][CH:22]=[CH:21][CH:20]=3)[CH2:12][C:9]21[CH2:11][CH2:10]2)=O)(C)(C)C.C(O)(C(F)(F)F)=O, predict the reaction product. The product is: [CH2:10]1[C:9]2([CH2:12][N:13]([C:16]3[N:17]=[C:18]([C:26]4[C:27](=[O:44])[N:28]([CH2:42][OH:43])[C:29](=[O:41])[C:30]=4[C:31]4[C:39]5[C:34](=[C:35]([CH3:40])[CH:36]=[CH:37][CH:38]=5)[NH:33][CH:32]=4)[C:19]4[C:24]([CH:25]=3)=[CH:23][CH:22]=[CH:21][CH:20]=4)[CH2:14][CH2:15][NH:8]2)[CH2:11]1. (8) Given the reactants [F-:1].[Cs+].[CH3:3][O:4][C:5](=[O:16])[C:6]1[CH:11]=[CH:10][CH:9]=[C:8]([N+:12]([O-:14])=[O:13])[C:7]=1Cl.O, predict the reaction product. The product is: [CH3:3][O:4][C:5](=[O:16])[C:6]1[CH:11]=[CH:10][CH:9]=[C:8]([N+:12]([O-:14])=[O:13])[C:7]=1[F:1].